This data is from Full USPTO retrosynthesis dataset with 1.9M reactions from patents (1976-2016). The task is: Predict the reactants needed to synthesize the given product. (1) Given the product [F:70][C:48]1[CH:49]=[CH:50][C:51]([CH2:32][NH:8][C:9](=[O:10])[C:11]2[C:16]([CH3:17])=[CH:15][C:14]([N:18]3[CH2:23][CH2:22][O:21][CH2:20][CH2:19]3)=[CH:13][C:12]=2[C:55]([CH3:56])=[CH2:54])=[CH:52][CH:53]=1, predict the reactants needed to synthesize it. The reactants are: FC1C=CC([N:8]([CH3:32])[C:9]([C:11]2[C:16]([CH3:17])=[CH:15][C:14]([N:18]3[CH2:23][CH2:22][O:21][CH2:20][CH2:19]3)=[CH:13][C:12]=2OS(C(F)(F)F)(=O)=O)=[O:10])=CC=1.[Cl-].[Li+].[C:48]1([As]([C:48]2[CH:53]=[CH:52][CH:51]=[CH:50][CH:49]=2)[C:48]2[CH:53]=[CH:52][CH:51]=[CH:50][CH:49]=2)[CH:53]=[CH:52][CH:51]=[CH:50][CH:49]=1.[CH2:54]([Sn](CCCC)(CCCC)C(C)=C)[CH2:55][CH2:56]C.[F-:70].[K+]. (2) Given the product [C:3]1(/[CH:2]=[CH:1]/[C:10]2[CH:15]=[CH:14][CH:13]=[CH:12][CH:11]=2)[CH:8]=[CH:7][CH:6]=[CH:5][CH:4]=1, predict the reactants needed to synthesize it. The reactants are: [CH2:1]=[CH:2][C:3]1[CH:8]=[CH:7][CH:6]=[CH:5][CH:4]=1.I[C:10]1[CH:15]=[CH:14][CH:13]=[CH:12][CH:11]=1. (3) Given the product [NH2:19][C:15]1[C:14]2[N:20]=[C:21]3[CH2:27][N:26]([S:28]([CH3:31])(=[O:30])=[O:29])[CH2:25][CH2:24][CH2:23][N:22]3[C:13]=2[C:12]2[C:17](=[CH:18][C:9]([OH:8])=[CH:10][CH:11]=2)[N:16]=1, predict the reactants needed to synthesize it. The reactants are: C([O:8][C:9]1[CH:18]=[C:17]2[C:12]([C:13]3[N:22]4[CH2:23][CH2:24][CH2:25][N:26]([S:28]([CH3:31])(=[O:30])=[O:29])[CH2:27][C:21]4=[N:20][C:14]=3[C:15]([NH2:19])=[N:16]2)=[CH:11][CH:10]=1)C1C=CC=CC=1. (4) Given the product [Br:8][C:6]1[CH:7]=[C:2]([NH:11][C:12]2[N:17]=[N:16][C:15]([N:18]3[CH2:23][CH2:22][N:21]([C:24]([O:26][C:27]([CH3:30])([CH3:29])[CH3:28])=[O:25])[CH2:20][CH2:19]3)=[CH:14][CH:13]=2)[C:3](=[O:10])[N:4]([CH3:9])[CH:5]=1, predict the reactants needed to synthesize it. The reactants are: Br[C:2]1[C:3](=[O:10])[N:4]([CH3:9])[CH:5]=[C:6]([Br:8])[CH:7]=1.[NH2:11][C:12]1[N:17]=[N:16][C:15]([N:18]2[CH2:23][CH2:22][N:21]([C:24]([O:26][C:27]([CH3:30])([CH3:29])[CH3:28])=[O:25])[CH2:20][CH2:19]2)=[CH:14][CH:13]=1. (5) Given the product [O:11]=[C:7]1[CH:8]([C:15]([OH:16])=[O:12])[CH2:9][CH2:10][NH:6]1, predict the reactants needed to synthesize it. The reactants are: C(OC([N:6]1[CH2:10][CH2:9][CH2:8][C:7]1=[O:11])=O)C.[OH-:12].[Na+].C[CH2:15][OH:16]. (6) Given the product [Cl:1][C:2]1[CH:3]=[C:4]([CH:8]=[CH:9][CH:10]=1)[C:5]([NH:17][C:16]1[CH:18]=[C:19]([O:21][C:22]2[CH:23]=[N:24][CH:25]=[CH:26][CH:27]=2)[CH:20]=[C:14]([N+:11]([O-:13])=[O:12])[CH:15]=1)=[O:6], predict the reactants needed to synthesize it. The reactants are: [Cl:1][C:2]1[CH:3]=[C:4]([CH:8]=[CH:9][CH:10]=1)[C:5](Cl)=[O:6].[N+:11]([C:14]1[CH:15]=[C:16]([CH:18]=[C:19]([O:21][C:22]2[CH:23]=[N:24][CH:25]=[CH:26][CH:27]=2)[CH:20]=1)[NH2:17])([O-:13])=[O:12].O. (7) Given the product [N:19]1([CH2:15][CH2:16][C:17]#[C:18][C:2]2[CH:3]=[N:4][CH:5]=[C:6]([CH2:8][N:9]3[CH2:14][CH2:13][CH2:12][CH2:11][CH2:10]3)[CH:7]=2)[CH2:24][CH2:23][CH2:22][CH2:21][CH2:20]1, predict the reactants needed to synthesize it. The reactants are: Br[C:2]1[CH:3]=[N:4][CH:5]=[C:6]([CH2:8][N:9]2[CH2:14][CH2:13][CH2:12][CH2:11][CH2:10]2)[CH:7]=1.[CH2:15]([N:19]1[CH2:24][CH2:23][CH2:22][CH2:21][CH2:20]1)[CH2:16][C:17]#[CH:18].C1C=CC(P(C2C=CC=CC=2)C2C=CC=CC=2)=CC=1.